This data is from Reaction yield outcomes from USPTO patents with 853,638 reactions. The task is: Predict the reaction yield, written as a fraction of the theoretical maximum amount of product (1.0 means a 100% yield; for example, 0.34 means a 34% yield). (1) The reactants are [H-].[Na+].[CH3:3][O:4][C:5]([C:7]1[CH:8]=[C:9]2[C:13](=[CH:14][CH:15]=1)[N:12]([C:16]([O:18][C:19]([CH3:22])([CH3:21])[CH3:20])=[O:17])[CH:11]=[C:10]2[CH2:23][C:24]#[N:25])=[O:6].Br[CH2:27][CH2:28][CH2:29]Br. The catalyst is C(OCC)C.CS(C)=O. The product is [CH3:3][O:4][C:5]([C:7]1[CH:8]=[C:9]2[C:13](=[CH:14][CH:15]=1)[N:12]([C:16]([O:18][C:19]([CH3:21])([CH3:20])[CH3:22])=[O:17])[CH:11]=[C:10]2[C:23]1([C:24]#[N:25])[CH2:29][CH2:28][CH2:27]1)=[O:6]. The yield is 0.270. (2) The reactants are [CH3:1][C:2]([O:4][C:5]([CH3:7])=[O:6])=O.OC/[CH:10]=[C:11](/[CH2:13][CH2:14]/[CH:15]=[C:16](\[CH2:18][CH2:19][CH:20]=[C:21]([CH3:23])[CH3:22])/[CH3:17])\C.CCN(CC)CC. The catalyst is CN(C1C=CN=CC=1)C.C(Cl)Cl. The product is [C:5]([O:4][CH2:2]/[CH:1]=[C:11](/[CH2:13][CH2:14]/[CH:15]=[C:16](\[CH2:18][CH2:19][CH:20]=[C:21]([CH3:22])[CH3:23])/[CH3:17])\[CH3:10])(=[O:6])[CH3:7]. The yield is 0.980. (3) The reactants are [Cl:1][C:2]1[CH:7]=[C:6]([Cl:8])[CH:5]=[CH:4][C:3]=1[C@H:9]([N:11]1[C:15]2[CH:16]=[C:17]([N:20]3[CH2:25][CH2:24][NH:23][C@H:22]([CH3:26])[CH2:21]3)[CH:18]=[CH:19][C:14]=2[N:13]=[N:12]1)[CH3:10].C(OC([N:34]1[CH2:38][CH2:37][CH2:36][C@@H:35]1[C:39](O)=[O:40])=O)(C)(C)C.CN(C(ON1N=NC2C=CC=NC1=2)=[N+](C)C)C.F[P-](F)(F)(F)(F)F.CCN(C(C)C)C(C)C. The catalyst is CN(C=O)C.C(OCC)C. The product is [Cl:1][C:2]1[CH:7]=[C:6]([Cl:8])[CH:5]=[CH:4][C:3]=1[C@H:9]([N:11]1[C:15]2[CH:16]=[C:17]([N:20]3[CH2:25][CH2:24][N:23]([C:39]([C@H:35]4[CH2:36][CH2:37][CH2:38][NH:34]4)=[O:40])[C@H:22]([CH3:26])[CH2:21]3)[CH:18]=[CH:19][C:14]=2[N:13]=[N:12]1)[CH3:10]. The yield is 0.670. (4) The reactants are ClC1C=[C:4](C=CC=1)[CH2:5][NH:6][C:7]([C:9]1[O:10][CH:11]=[CH:12][C:13]=1[NH:14][C:15]1[C:16]2[CH:23]=[CH:22][NH:21][C:17]=2[N:18]=[CH:19][N:20]=1)=[O:8].[C:27]([O:31][C:32](=[O:44])[N:33](CCN)[CH2:34][C:35]1[CH:40]=[CH:39][CH:38]=[CH:37][CH:36]=1)([CH3:30])([CH3:29])[CH3:28]. No catalyst specified. The product is [C:27]([O:31][C:32](=[O:44])[N:33]([CH2:34][C:35]1[CH:36]=[CH:37][CH:38]=[CH:39][CH:40]=1)[CH2:4][CH2:5][NH:6][C:7]([C:9]1[O:10][CH:11]=[CH:12][C:13]=1[NH:14][C:15]1[C:16]2[CH:23]=[CH:22][NH:21][C:17]=2[N:18]=[CH:19][N:20]=1)=[O:8])([CH3:30])([CH3:28])[CH3:29]. The yield is 0.0800. (5) The reactants are [CH2:1]([S:5][C:6]([C:8]1([C:11](=[O:13])[CH3:12])[CH2:10][CH2:9]1)=[O:7])[CH2:2][CH2:3][CH3:4].C(N(CC)CC)C.[Br:21]N1C(=O)CCC1=O. The catalyst is C(Cl)Cl. The product is [CH2:1]([S:5][C:6]([C:8]1([C:11](=[O:13])[CH2:12][Br:21])[CH2:9][CH2:10]1)=[O:7])[CH2:2][CH2:3][CH3:4]. The yield is 0.600. (6) The reactants are [CH2:1]1[CH2:6][C@H:5]([C:7]([OH:9])=[O:8])[CH2:4][CH2:3][C@H:2]1[CH2:10][NH2:11].[C:12]([O:18][CH:19]([O:23][C:24](ON1C(=O)CCC1=O)=[O:25])[CH:20]([CH3:22])[CH3:21])(=[O:17])[CH2:13][CH2:14][CH2:15][CH3:16]. The catalyst is CC(OC)(C)C.CC(C)=O.O. The product is [C:12]([O:18][CH:19]([O:23][C:24]([NH:11][CH2:10][C@H:2]1[CH2:3][CH2:4][C@H:5]([C:7]([OH:9])=[O:8])[CH2:6][CH2:1]1)=[O:25])[CH:20]([CH3:22])[CH3:21])(=[O:17])[CH2:13][CH2:14][CH2:15][CH3:16]. The yield is 0.270. (7) The product is [ClH:16].[CH3:13][O:12][C:10](=[O:11])[CH2:9][C:5]1[CH:6]=[CH:7][CH:8]=[C:3]([CH2:1][NH2:2])[CH:4]=1. The catalyst is CO. The yield is 0.850. The reactants are [C:1]([C:3]1[CH:4]=[C:5]([CH2:9][C:10]([O:12][CH3:13])=[O:11])[CH:6]=[CH:7][CH:8]=1)#[N:2].[H][H].[ClH:16].O1CCOCC1. (8) The reactants are [C:1]([C:5](=O)[CH2:6][CH:7]([C:10]#[N:11])[C:8]#[N:9])([CH3:4])([CH3:3])[CH3:2].C(O)(=O)C.CO.[CH3:19][S-:20].[Na+]. The catalyst is C(OCC)(=O)C.O. The product is [C:1]([C:5]1[NH:9][C:8]([S:20][CH3:19])=[C:7]([C:10]#[N:11])[CH:6]=1)([CH3:4])([CH3:3])[CH3:2]. The yield is 0.840.